From a dataset of CYP2C19 inhibition data for predicting drug metabolism from PubChem BioAssay. Regression/Classification. Given a drug SMILES string, predict its absorption, distribution, metabolism, or excretion properties. Task type varies by dataset: regression for continuous measurements (e.g., permeability, clearance, half-life) or binary classification for categorical outcomes (e.g., BBB penetration, CYP inhibition). Dataset: cyp2c19_veith. The compound is Cn1nc(C(F)(F)F)c(C(=O)Nc2ccc(F)cc2F)c1Sc1cccc(C(F)(F)F)c1. The result is 1 (inhibitor).